From a dataset of Full USPTO retrosynthesis dataset with 1.9M reactions from patents (1976-2016). Predict the reactants needed to synthesize the given product. (1) Given the product [CH3:2][C:3]([C:7]1[N:11]=[CH:10][N:9]([CH2:12][C:18]([CH2:17][CH2:16][C:15]([F:14])([F:23])[F:24])([C:19]#[N:20])[C:21]#[N:22])[N:8]=1)([CH3:6])[CH2:4][CH3:5], predict the reactants needed to synthesize it. The reactants are: Cl.[CH3:2][C:3]([C:7]1[N:11]=[CH:10][N:9]([CH2:12]Cl)[N:8]=1)([CH3:6])[CH2:4][CH3:5].[F:14][C:15]([F:24])([F:23])[CH2:16][CH2:17][CH:18]([C:21]#[N:22])[C:19]#[N:20].C(=O)([O-])[O-].[K+].[K+].O. (2) The reactants are: [Cl:1][C:2]1[N:7]=[C:6]([NH:8][CH:9]2[CH2:14][CH2:13][CH2:12][CH2:11][CH2:10]2)[C:5]([N+:15]([O-])=O)=[CH:4][N:3]=1.O.O.[Sn](Cl)Cl. Given the product [Cl:1][C:2]1[N:7]=[C:6]([NH:8][CH:9]2[CH2:14][CH2:13][CH2:12][CH2:11][CH2:10]2)[C:5]([NH2:15])=[CH:4][N:3]=1, predict the reactants needed to synthesize it. (3) The reactants are: [F:1][C:2]1[C:3]([C:24]2[CH2:29][CH2:28][CH2:27][C:26](=O)[CH:25]=2)=[N:4][C:5]([NH:11][C:12]2[CH:17]=[CH:16][C:15]([N:18]3[CH2:23][CH2:22][O:21][CH2:20][CH2:19]3)=[CH:14][CH:13]=2)=[C:6]([CH:10]=1)[C:7]([NH2:9])=[O:8].C([O-])(=O)C.[NH4+:35].[BH4-].[Na+].CO. Given the product [NH2:35][CH:26]1[CH2:27][CH2:28][CH2:29][C:24]([C:3]2[C:2]([F:1])=[CH:10][C:6]([C:7]([NH2:9])=[O:8])=[C:5]([NH:11][C:12]3[CH:17]=[CH:16][C:15]([N:18]4[CH2:23][CH2:22][O:21][CH2:20][CH2:19]4)=[CH:14][CH:13]=3)[N:4]=2)=[CH:25]1, predict the reactants needed to synthesize it. (4) Given the product [CH2:21]([O:23][C:24]([C:26]1[C:27]2[S:35][CH:34]=[C:33]([CH2:36][O:20][C:9]3[CH:10]=[C:11]([C:14]4[O:18][N:17]=[C:16]([CH3:19])[N:15]=4)[CH:12]=[CH:13][C:8]=3[CH3:7])[C:28]=2[C:29]([Cl:32])=[N:30][CH:31]=1)=[O:25])[CH3:22], predict the reactants needed to synthesize it. The reactants are: C(=O)([O-])[O-].[Cs+].[Cs+].[CH3:7][C:8]1[CH:13]=[CH:12][C:11]([C:14]2[O:18][N:17]=[C:16]([CH3:19])[N:15]=2)=[CH:10][C:9]=1[OH:20].[CH2:21]([O:23][C:24]([C:26]1[C:27]2[S:35][CH:34]=[C:33]([CH2:36]Br)[C:28]=2[C:29]([Cl:32])=[N:30][CH:31]=1)=[O:25])[CH3:22].